Task: Predict the reaction yield, written as a fraction of the theoretical maximum amount of product (1.0 means a 100% yield; for example, 0.34 means a 34% yield).. Dataset: Reaction yield outcomes from USPTO patents with 853,638 reactions (1) The reactants are [C:1]([O:5][C:6]([NH:8][C@H:9]([C:23]([O-:25])=[O:24])[CH2:10][C@H:11]([CH2:15][C:16]1[CH:21]=[CH:20][C:19]([OH:22])=[CH:18][CH:17]=1)[C:12]([O-:14])=[O:13])=[O:7])([CH3:4])([CH3:3])[CH3:2].CC1C=CC(S(O[C@H:37]2[CH2:42][O:41][C@@H:40]([C:43]3[CH:48]=[CH:47][CH:46]=[CH:45][CH:44]=3)[O:39][CH2:38]2)(=O)=O)=CC=1.C(=O)([O-])[O-].[K+].[K+]. The catalyst is O. The product is [C:1]([O:5][C:6]([NH:8][C@H:9]([C:23]([O:25][C:11]([CH3:15])([CH3:12])[CH3:10])=[O:24])[CH2:10][C@H:11]([CH2:15][C:16]1[CH:17]=[CH:18][C:19]([O:22][C@@H:37]2[CH2:38][O:39][C@@H:40]([C:43]3[CH:44]=[CH:45][CH:46]=[CH:47][CH:48]=3)[O:41][CH2:42]2)=[CH:20][CH:21]=1)[C:12]([O:14][C:1]([CH3:4])([CH3:3])[CH3:2])=[O:13])=[O:7])([CH3:4])([CH3:2])[CH3:3]. The yield is 0.130. (2) The reactants are [Si:1]([O:8][CH:9]1[CH2:12][N:11](C(OC(C)(C)C)=O)[CH2:10]1)([C:4]([CH3:7])([CH3:6])[CH3:5])([CH3:3])[CH3:2].C(O)(C(F)(F)F)=O. The catalyst is C(Cl)Cl. The product is [Si:1]([O:8][CH:9]1[CH2:12][NH:11][CH2:10]1)([C:4]([CH3:7])([CH3:6])[CH3:5])([CH3:3])[CH3:2]. The yield is 0.690. (3) The reactants are [CH3:1][NH:2][S:3]([C:6]1[CH:11]=[CH:10][CH:9]=[C:8]([C:12]2[C:20]3[C:19]([NH:21][C@H:22]([C:24]4[N:29]([C:30]5[CH:35]=[CH:34][CH:33]=[CH:32][CH:31]=5)[C:28](=[O:36])[C:27]5=[C:37]([CH3:40])[CH:38]=[CH:39][N:26]5[N:25]=4)[CH3:23])=[N:18][CH:17]=[N:16][C:15]=3[N:14](COCC[Si](C)(C)C)[CH:13]=2)[CH:7]=1)(=[O:5])=[O:4].FC(F)(F)C(O)=O.N. No catalyst specified. The product is [CH3:1][NH:2][S:3]([C:6]1[CH:11]=[CH:10][CH:9]=[C:8]([C:12]2[C:20]3[C:19]([NH:21][C@H:22]([C:24]4[N:29]([C:30]5[CH:35]=[CH:34][CH:33]=[CH:32][CH:31]=5)[C:28](=[O:36])[C:27]5=[C:37]([CH3:40])[CH:38]=[CH:39][N:26]5[N:25]=4)[CH3:23])=[N:18][CH:17]=[N:16][C:15]=3[NH:14][CH:13]=2)[CH:7]=1)(=[O:5])=[O:4]. The yield is 0.710. (4) The reactants are [O:1]=[C:2]1[C:11]2[CH:10]=[CH:9][CH:8]=[C:7]3[NH:12][CH:13]([C:21]4[CH:28]=[CH:27][C:24]([CH:25]=O)=[CH:23][CH:22]=4)[CH:14]([C:15]4[CH:20]=[CH:19][CH:18]=[CH:17][CH:16]=4)[C:5]([C:6]=23)=[N:4][NH:3]1.[CH3:29][N:30]1[CH2:35][CH2:34][NH:33][CH2:32][CH2:31]1.C(O)(=O)C.C(O[BH-](OC(=O)C)OC(=O)C)(=O)C.[Na+]. The yield is 0.190. The catalyst is CO. The product is [CH3:29][N:30]1[CH2:35][CH2:34][N:33]([CH2:25][C:24]2[CH:27]=[CH:28][C:21]([CH:13]3[NH:12][C:7]4[C:6]5[C:5](=[N:4][NH:3][C:2](=[O:1])[C:11]=5[CH:10]=[CH:9][CH:8]=4)[CH:14]3[C:15]3[CH:16]=[CH:17][CH:18]=[CH:19][CH:20]=3)=[CH:22][CH:23]=2)[CH2:32][CH2:31]1. (5) The reactants are [CH2:1]([NH:3][C:4]([NH:6][C:7]1[CH:12]=[C:11]([C:13]2[S:14][CH:15]=[C:16]([C:18]([F:21])([F:20])[F:19])[N:17]=2)[C:10](B2OC(C)(C)C(C)(C)O2)=[CH:9][N:8]=1)=[O:5])[CH3:2].Br[C:32]1[C:33]([F:42])=[N:34][CH:35]=[C:36]([CH:41]=1)[C:37]([O:39][CH3:40])=[O:38].C1(P(C2CCCCC2)C2C=CC=CC=2C2C(C(C)C)=CC(C(C)C)=CC=2C(C)C)CCCCC1.C(=O)([O-])[O-].[Na+].[Na+]. The catalyst is O.C1C=CC(/C=C/C(/C=C/C2C=CC=CC=2)=O)=CC=1.C1C=CC(/C=C/C(/C=C/C2C=CC=CC=2)=O)=CC=1.C1C=CC(/C=C/C(/C=C/C2C=CC=CC=2)=O)=CC=1.[Pd].[Pd].C(#N)C. The product is [CH2:1]([NH:3][C:4](=[O:5])[NH:6][C:7]1[N:8]=[CH:9][C:10]([C:32]2[C:33]([F:42])=[N:34][CH:35]=[C:36]([C:37]([O:39][CH3:40])=[O:38])[CH:41]=2)=[C:11]([C:13]2[S:14][CH:15]=[C:16]([C:18]([F:19])([F:20])[F:21])[N:17]=2)[CH:12]=1)[CH3:2]. The yield is 0.220.